Predict the reaction yield, written as a fraction of the theoretical maximum amount of product (1.0 means a 100% yield; for example, 0.34 means a 34% yield). From a dataset of Reaction yield outcomes from USPTO patents with 853,638 reactions. The reactants are [NH:1](C(OC(C)(C)C)=O)[C@H:2]([C:18]([NH:20][C@H:21]([C:26]([NH:28][C@H](C(OC)=O)COCC1C=CC=CC=1)=[O:27])[C@H:22]([CH2:24][CH3:25])[CH3:23])=[O:19])[CH2:3][C:4]1[CH:9]=[CH:8][C:7]([O:10][CH2:11][C:12]2[CH:17]=[CH:16][CH:15]=[CH:14][CH:13]=2)=[CH:6][CH:5]=1.[C:50]([OH:56])([C:52](F)(F)F)=O.[C:57]([O:60][C:61](=[O:63])[CH3:62])(=O)C. The catalyst is C(Cl)Cl.CCOC(C)=O. The product is [NH:1]([C:50]([CH3:52])=[O:56])[C@H:2]([C:18]([NH:20][C@H:21]([C:26]([NH:28][C@H:62]([C:61]([O:60][CH3:57])=[O:63])[CH2:7][O:10][CH2:11][C:12]1[CH:17]=[CH:16][CH:15]=[CH:14][CH:13]=1)=[O:27])[C@H:22]([CH2:24][CH3:25])[CH3:23])=[O:19])[CH2:3][C:4]1[CH:5]=[CH:6][C:7]([O:10][CH2:11][C:12]2[CH:17]=[CH:16][CH:15]=[CH:14][CH:13]=2)=[CH:8][CH:9]=1. The yield is 0.880.